From a dataset of Reaction yield outcomes from USPTO patents with 853,638 reactions. Predict the reaction yield, written as a fraction of the theoretical maximum amount of product (1.0 means a 100% yield; for example, 0.34 means a 34% yield). The reactants are [I:1]N1C(=O)CCC1=O.[F:9][CH:10]([F:19])[O:11][C:12]1[CH:17]=[CH:16][C:15]([OH:18])=[CH:14][CH:13]=1.S(=O)(=O)(O)O. The catalyst is C(O)(=O)C.C(O)(=O)CC(CC(O)=O)(C(O)=O)O.O. The product is [F:9][CH:10]([F:19])[O:11][C:12]1[CH:13]=[CH:14][C:15]([OH:18])=[C:16]([I:1])[CH:17]=1. The yield is 0.420.